From a dataset of Forward reaction prediction with 1.9M reactions from USPTO patents (1976-2016). Predict the product of the given reaction. (1) Given the reactants [NH2:1][C:2]1[N:7]=[C:6]([C:8]#[N:9])[C:5]([C:10]2[CH:15]=[CH:14][C:13](B3OC(C)(C)C(C)(C)O3)=[CH:12][C:11]=2[F:25])=[N:4][CH:3]=1.Br[C:27]1[CH:32]=[CH:31][CH:30]=[CH:29][C:28]=1[S:33]([NH:36][CH2:37][CH2:38][OH:39])(=[O:35])=[O:34], predict the reaction product. The product is: [NH2:1][C:2]1[N:7]=[C:6]([C:8]#[N:9])[C:5]([C:10]2[CH:15]=[CH:14][C:13]([C:27]3[C:28]([S:33]([NH:36][CH2:37][CH2:38][OH:39])(=[O:35])=[O:34])=[CH:29][CH:30]=[CH:31][CH:32]=3)=[CH:12][C:11]=2[F:25])=[N:4][CH:3]=1. (2) The product is: [OH:18][C:11]1[C:10]([CH2:19][CH2:20][CH3:21])=[C:9]([O:8][CH2:7][C:6]2[CH:22]=[CH:23][C:3]([CH:2]([C:24]3[CH:29]=[CH:28][CH:27]=[C:26]([C:30]4[NH:34][N:33]=[N:32][N:31]=4)[CH:25]=3)[CH3:35])=[CH:4][CH:5]=2)[CH:14]=[CH:13][C:12]=1[C:15](=[O:17])[CH3:16]. Given the reactants F[CH:2]([C:24]1[CH:29]=[CH:28][CH:27]=[C:26]([C:30]2[NH:34][N:33]=[N:32][N:31]=2)[CH:25]=1)[C:3]1[CH:23]=[CH:22][C:6]([CH2:7][O:8][C:9]2[CH:14]=[CH:13][C:12]([C:15](=[O:17])[CH3:16])=[C:11]([OH:18])[C:10]=2[CH2:19][CH2:20][CH3:21])=[CH:5][CH:4]=1.[C:35](C1C=CC(OCC2C=CC(C(C3C=C(C=CC=3)C#N)C)=CC=2)=C(CCC)C=1O)(=O)C, predict the reaction product. (3) Given the reactants F[P-](F)(F)(F)(F)F.N1(OC(N(C)C)=[N+](C)C)C2N=CC=CC=2N=N1.C([O:27][P:28]([CH2:33][S:34][CH2:35][CH:36]([NH2:62])[CH2:37][N:38]1[CH2:43][CH2:42][CH2:41][CH2:40][CH:39]1[C:44](=[O:61])[NH:45][CH:46]([C:58](=[O:60])[NH2:59])[CH2:47][C:48]1[CH:57]=[CH:56][C:55]2[C:50](=[CH:51][CH:52]=[CH:53][CH:54]=2)[CH:49]=1)(=[O:32])[O:29]CC)C.C1C=NC2N(O)N=NC=2C=1.CCN(C(C)C)C(C)C.N1C(C)=CC(C)=CC=1C.[C:91]([NH:94][CH:95]([CH2:99][C:100]1[C:101]2[CH:108]=[CH:107][CH:106]=[CH:105][C:102]=2[S:103][CH:104]=1)[C:96](O)=[O:97])(=[O:93])[CH3:92], predict the reaction product. The product is: [C:91]([NH:94][CH:95]([CH2:99][C:100]1[C:101]2[CH:108]=[CH:107][CH:106]=[CH:105][C:102]=2[S:103][CH:104]=1)[C:96]([NH:62][CH:36]([CH2:37][N:38]1[CH2:43][CH2:42][CH2:41][CH2:40][CH:39]1[C:44](=[O:61])[NH:45][CH:46]([C:58](=[O:60])[NH2:59])[CH2:47][C:48]1[CH:57]=[CH:56][C:55]2[C:50](=[CH:51][CH:52]=[CH:53][CH:54]=2)[CH:49]=1)[CH2:35][S:34][CH2:33][P:28](=[O:32])([OH:29])[OH:27])=[O:97])(=[O:93])[CH3:92]. (4) Given the reactants [CH2:1]([O:3][C:4](=[O:25])[C:5]([NH:10][C:11]([C:13]1[CH:18]=[CH:17][C:16](Br)=[C:15]([O:20][CH2:21][CH:22]2[CH2:24][CH2:23]2)[N:14]=1)=[O:12])([CH2:8][CH3:9])[CH2:6][CH3:7])[CH3:2].Cl.[F:27][C:28]1([F:32])[CH2:31][NH:30][CH2:29]1, predict the reaction product. The product is: [CH2:1]([O:3][C:4](=[O:25])[C:5]([NH:10][C:11]([C:13]1[CH:18]=[CH:17][C:16]([N:30]2[CH2:31][C:28]([F:32])([F:27])[CH2:29]2)=[C:15]([O:20][CH2:21][CH:22]2[CH2:24][CH2:23]2)[N:14]=1)=[O:12])([CH2:8][CH3:9])[CH2:6][CH3:7])[CH3:2]. (5) Given the reactants [CH2:1]([C@@H:5]1[NH:10][CH2:9][C@H:8]([CH2:11][CH:12]([CH3:14])[CH3:13])[NH:7][C:6]1=[O:15])[CH:2]([CH3:4])[CH3:3].[F:16][C:17]1[CH:22]=[C:21]([F:23])[CH:20]=[CH:19][C:18]=1[CH:24]=[CH:25][C:26](O)=[O:27].C([C@@H]1N(C(=O)/C=C/C2C=CC=CC=2)C[C@H](CC(C)C)NC1=O)C(C)C, predict the reaction product. The product is: [F:16][C:17]1[CH:22]=[C:21]([F:23])[CH:20]=[CH:19][C:18]=1[CH:24]=[CH:25][C:26]([N:10]1[CH2:9][C@H:8]([CH2:11][CH:12]([CH3:14])[CH3:13])[NH:7][C:6](=[O:15])[C@@H:5]1[CH2:1][CH:2]([CH3:4])[CH3:3])=[O:27]. (6) Given the reactants [OH:1][CH2:2][C@@H:3]([NH:19]C(=O)OC(C)(C)C)[C:4]1[CH:9]=[CH:8][CH:7]=[C:6](B2OC(C)(C)C(C)(C)O2)[CH:5]=1.Cl[C:28]1[CH:29]=[CH:30][C:31]([C:47]([F:50])([F:49])[F:48])=[C:32]([CH:46]=1)[CH2:33][O:34][C:35]1[CH:40]=[CH:39][CH:38]=[CH:37][C:36]=1[CH2:41][C:42]([O:44]C)=[O:43].C(#N)C.[O-]P([O-])([O-])=O.[K+].[K+].[K+], predict the reaction product. The product is: [NH2:19][C@@H:3]([C:4]1[CH:5]=[C:6]([C:28]2[CH:29]=[CH:30][C:31]([C:47]([F:49])([F:50])[F:48])=[C:32]([CH2:33][O:34][C:35]3[CH:40]=[CH:39][CH:38]=[CH:37][C:36]=3[CH2:41][C:42]([OH:44])=[O:43])[CH:46]=2)[CH:7]=[CH:8][CH:9]=1)[CH2:2][OH:1]. (7) Given the reactants I[C:2]1[CH:3]=[CH:4][C:5]2[N:6]([CH:8]=[C:9]([C:11]([NH:13][C:14]3[CH:19]=[CH:18][CH:17]=[CH:16][CH:15]=3)=[O:12])[N:10]=2)[CH:7]=1.[C:20]1(B(O)O)[CH:25]=[CH:24][CH:23]=[CH:22][CH:21]=1.C(=O)([O-])[O-].[Na+].[Na+].C(#N)C, predict the reaction product. The product is: [C:14]1([NH:13][C:11]([C:9]2[N:10]=[C:5]3[CH:4]=[CH:3][C:2]([C:20]4[CH:25]=[CH:24][CH:23]=[CH:22][CH:21]=4)=[CH:7][N:6]3[CH:8]=2)=[O:12])[CH:19]=[CH:18][CH:17]=[CH:16][CH:15]=1. (8) Given the reactants Br[C:2]1[CH:8]=[CH:7][C:6]([Cl:9])=[CH:5][C:3]=1[NH2:4].C(N(CC)CC)C.[CH3:17][C:18]1([CH3:25])[C:22]([CH3:24])([CH3:23])[O:21][BH:20][O:19]1, predict the reaction product. The product is: [Cl:9][C:6]1[CH:7]=[CH:8][C:2]([B:20]2[O:21][C:22]([CH3:24])([CH3:23])[C:18]([CH3:25])([CH3:17])[O:19]2)=[C:3]([NH2:4])[CH:5]=1. (9) The product is: [CH2:1]([O:8][C:9]1[CH:14]=[CH:13][C:12]([CH2:15][CH:16]([NH:18][C:19](=[O:28])[C:20]([C:21]2[CH:22]=[CH:23][C:24]([CH3:27])=[CH:25][CH:26]=2)=[CH:31][OH:35])[CH3:17])=[CH:11][C:10]=1[O:29][CH3:30])[C:2]1[CH:7]=[CH:6][CH:5]=[CH:4][CH:3]=1. Given the reactants [CH2:1]([O:8][C:9]1[CH:14]=[CH:13][C:12]([CH2:15][CH:16]([NH:18][C:19](=[O:28])[CH2:20][C:21]2[CH:26]=[CH:25][C:24]([CH3:27])=[CH:23][CH:22]=2)[CH3:17])=[CH:11][C:10]=1[O:29][CH3:30])[C:2]1[CH:7]=[CH:6][CH:5]=[CH:4][CH:3]=1.[C:31]([O:35]C(N(C)C)N(C)C)(C)(C)C.Cl, predict the reaction product.